Dataset: Full USPTO retrosynthesis dataset with 1.9M reactions from patents (1976-2016). Task: Predict the reactants needed to synthesize the given product. (1) Given the product [Br:27][C:24]1[CH:23]=[CH:22][C:21]([CH2:20][N:12]2[C:13]3[C:18](=[CH:17][C:16]([Cl:19])=[CH:15][CH:14]=3)[C:10]([C:8](=[O:9])[CH2:7][CH2:6][C:5]([OH:28])=[O:4])=[CH:11]2)=[CH:26][CH:25]=1, predict the reactants needed to synthesize it. The reactants are: [OH-].[Na+].C[O:4][C:5](=[O:28])[CH2:6][CH2:7][C:8]([C:10]1[C:18]2[C:13](=[CH:14][CH:15]=[C:16]([Cl:19])[CH:17]=2)[N:12]([CH2:20][C:21]2[CH:26]=[CH:25][C:24]([Br:27])=[CH:23][CH:22]=2)[CH:11]=1)=[O:9].Cl. (2) Given the product [CH2:21]([O:23][C:24]([C:25]1[N:26]=[CH:27][N:28]2[C:30]=1[CH2:34][N:35]([CH2:47][C:48]1[CH:53]=[CH:52][C:51]([O:54][CH3:55])=[CH:50][C:49]=1[O:56][CH3:57])[C:36](=[O:46])[C:37]1[CH:43]=[C:42]([O:44][CH3:45])[CH:41]=[CH:40][C:29]2=1)=[O:31])[CH3:22], predict the reactants needed to synthesize it. The reactants are: C[Si](C)(C)N[Si](C)(C)C.C([Li])CCC.CCCCCC.[CH2:21]([O:23][C:24](=[O:31])[CH2:25]/[N:26]=[CH:27]/[N:28]([CH3:30])[CH3:29])[CH3:22].ClC1[CH2:34][N:35]([CH2:47][C:48]2[CH:53]=[CH:52][C:51]([O:54][CH3:55])=[CH:50][C:49]=2[O:56][CH3:57])[C:36](=[O:46])[C:37]2[CH:43]=[C:42]([O:44][CH3:45])[CH:41]=[CH:40]C=2N=1.C(O)(=O)C.